This data is from Catalyst prediction with 721,799 reactions and 888 catalyst types from USPTO. The task is: Predict which catalyst facilitates the given reaction. (1) Reactant: [CH3:1][O:2][C:3]1[CH:4]=[C:5]([C:12]2[S:13][C:14]3[CH:20]=[C:19]([O:21][CH3:22])[CH:18]=[CH:17][C:15]=3[N:16]=2)[CH:6]=[CH:7][C:8]=1[N+:9]([O-])=O.O.O.[Sn](Cl)Cl.CCCCCC.C1COCC1. Product: [NH2:9][C:8]1[CH:7]=[CH:6][C:5]([C:12]2[S:13][C:14]3[CH:20]=[C:19]([O:21][CH3:22])[CH:18]=[CH:17][C:15]=3[N:16]=2)=[CH:4][C:3]=1[O:2][CH3:1]. The catalyst class is: 14. (2) Reactant: [CH3:1][C:2]1[CH:3]=[CH:4][CH:5]=[C:6]2[C:11]=1[N:10]=[C:9]([C:12]1[CH:17]=[CH:16][CH:15]=[CH:14][C:13]=1[C:18]([F:21])([F:20])[F:19])[C:8]([CH:22]=O)=[CH:7]2.[BH4-].[Na+].CC1C=CC=C2C=1N=C(C1C=CC=CC=1C(F)(F)F)C(CO)=C2.O=S(Cl)[Cl:51]. Product: [Cl:51][CH2:22][C:8]1[C:9]([C:12]2[CH:17]=[CH:16][CH:15]=[CH:14][C:13]=2[C:18]([F:20])([F:21])[F:19])=[N:10][C:11]2[C:6]([CH:7]=1)=[CH:5][CH:4]=[CH:3][C:2]=2[CH3:1]. The catalyst class is: 396. (3) Reactant: [CH3:13][CH:12]([O:11][C:9](/[N:8]=[N:8]/[C:9]([O:11][CH:12]([CH3:14])[CH3:13])=[O:10])=[O:10])[CH3:14].C([O:18][C:19]1[CH:24]=[CH:23][C:22]([C:25]2[CH:26]=[C:27]([OH:35])[C:28]3[CH:29]=[CH:30][CH:31]=[N:32][C:33]=3[CH:34]=2)=[CH:21][C:20]=1[O:36][CH3:37])(C)C.OC[C@@H]1OC(=O)N([C@@H](C2C=CC=CC=2)C)C1.C1(P(C2C=CC=CC=2)C2C=CC=CC=2)C=CC=CC=1. Product: [OH:18][C:19]1[CH:24]=[CH:23][C:22]([C:25]2[CH:34]=[C:33]3[C:28]([CH:29]=[CH:30][CH:31]=[N:32]3)=[C:27]([O:35][CH2:14][C@@H:12]3[O:11][C:9](=[O:10])[NH:8][CH2:13]3)[CH:26]=2)=[CH:21][C:20]=1[O:36][CH3:37]. The catalyst class is: 1. (4) Reactant: C([N:4]1[C:12]2[C:7](=[CH:8][CH:9]=[CH:10][CH:11]=2)[CH2:6][CH:5]1[C:13]1[N:17]=[C:16]([CH2:18][CH2:19][CH3:20])[O:15][N:14]=1)(=O)C.[OH-].[Na+]. Product: [CH2:18]([C:16]1[O:15][N:14]=[C:13]([CH:5]2[CH2:6][C:7]3[C:12](=[CH:11][CH:10]=[CH:9][CH:8]=3)[NH:4]2)[N:17]=1)[CH2:19][CH3:20]. The catalyst class is: 511. (5) Reactant: C[C:2]([N:5]([C@H:9]1[CH2:13][C:12](=[O:14])[N:11]([CH3:15])[CH2:10]1)C(=O)[O-])([CH3:4])[CH3:3].[Cl:16][C:17]1C=C(F)C=[CH:21][C:18]=1[C:19]#[N:20].C([O-])(O)=O.[Na+]. Product: [Cl:16][C:17]1[CH:3]=[C:2]([NH:5][C@H:9]2[CH2:13][C:12](=[O:14])[N:11]([CH3:15])[CH2:10]2)[CH:4]=[CH:21][C:18]=1[C:19]#[N:20]. The catalyst class is: 89.